Dataset: Peptide-MHC class I binding affinity with 185,985 pairs from IEDB/IMGT. Task: Regression. Given a peptide amino acid sequence and an MHC pseudo amino acid sequence, predict their binding affinity value. This is MHC class I binding data. (1) The peptide sequence is LMWLSYFVA. The MHC is HLA-A68:02 with pseudo-sequence HLA-A68:02. The binding affinity (normalized) is 0.0362. (2) The peptide sequence is TKLYKNKSK. The MHC is HLA-A03:01 with pseudo-sequence HLA-A03:01. The binding affinity (normalized) is 0.0112. (3) The peptide sequence is PSKKHWLGK. The MHC is HLA-A68:02 with pseudo-sequence HLA-A68:02. The binding affinity (normalized) is 0.0847. (4) The peptide sequence is LPGCSFSIF. The MHC is HLA-B35:01 with pseudo-sequence HLA-B35:01. The binding affinity (normalized) is 0.577. (5) The peptide sequence is LARQHIAAL. The MHC is HLA-A26:01 with pseudo-sequence HLA-A26:01. The binding affinity (normalized) is 0.0847. (6) The peptide sequence is LTKNTFGLL. The MHC is H-2-Db with pseudo-sequence H-2-Db. The binding affinity (normalized) is 0. (7) The peptide sequence is STDTRHIPQ. The MHC is HLA-B44:02 with pseudo-sequence HLA-B44:02. The binding affinity (normalized) is 0.0847. (8) The peptide sequence is DAKRNSKSL. The MHC is HLA-A02:02 with pseudo-sequence HLA-A02:02. The binding affinity (normalized) is 0.120. (9) The peptide sequence is THYSGNIVH. The MHC is HLA-A01:01 with pseudo-sequence HLA-A01:01. The binding affinity (normalized) is 0.0847.